Dataset: Antibody developability classification from SAbDab with 2,409 antibodies. Task: Regression/Classification. Given an antibody's heavy chain and light chain sequences, predict its developability. TAP uses regression for 5 developability metrics; SAbDab uses binary classification. (1) Result: 0 (not developable). The antibody is ['EVQLLESGGGLVQPGGSLRLSCAASGFTFSHYIMMWVRQAPGKGLEWVSGIYSSGGITVYADSVKGRFTISRDNSKNTLYLQMNSLRAEDTAVYYCAYRRIGVPRRDEFDIWGQGTMVTVSS', 'DIQMTQSPSTLSASVGDRVTITCRASQSISSWLAWYQQKPGKAPKLLIYKASTLESGVPSRFSGSGSGTEFTLTISSLQPDDFATYYCQQYNTYWTFGQGTKVEIK']. (2) The antibody is ['EVQLVESGGGLVQPGRSLKLSCAASGFTFSNYGMAWVRQTPTKGLEWIASISAGGDKTYYGDSVKGRFSISRDNAKTTHYLQMDSLRSEDTATYYCAKTSRVYFDYWGQGVMVTVCS', 'QFVLTQPNSVSTNLGSTVKLSCKRSTGNIGSNYVNWYQQHEGRSPTTMIYRDDKRPDGVPDRFSGSIDRSSNSALLTINNVQTEDEADYFCHSYSSGIVFGGGTKLTVL']. Result: 1 (developable). (3) The antibody is ['5u3d', 'DIQMTQSPILLSASVGDRVTITCRASQDVNTAVAWYQQRTNGSPRLLIYSASFLYSGVPSRFSGSRSGTDFTLTISSLQPEDEADYYCQQHYTTPPTFGAGTKVEIK']. Result: 0 (not developable). (4) Result: 0 (not developable). The antibody is ['QVQLQQSGAEVKKPGSSVKVSCKASGGTFSSYTISWVRQAPGQGLEWMGGITPILGIANYAQKFQGRVTITTDESTSTAYMELSSLRSEDTAVYYCARDTVMGGMDVWGQGTTVTVSS', 'SYELTQPPSVSVAPGKTARITCGGNNIGSKSVHWYQQKPGQAPVLVVYDDSDRPSGIPERFSGSNSGNTATLTISRVEAGDEADYYCQVWDSSSDYVFGTGTKVTVL']. (5) The antibody is ['EVQLVESGGGLVQPGRSLKLSCAASGFTFSNYGMAWVRQTPTKGLEWIASISAGGDKTYYGDSVKGRFSISRDNAKTTHYLQMDSLRSEDTATYYCAKTSRVYFDYWGQGVMVTVSS', 'EFVLTQPNSVSTNLGSTVKLSCKRSTGNIGSNYVNWYQQHEGRSPTTMIYRDDKRPDGVPDRFSGSIDRSSNSALLTINNVQTEDEADYFCHSYSSGIVFGGGTKLTVL']. Result: 0 (not developable). (6) The antibody is ['3ze0', 'PROT_98C4C262']. Result: 0 (not developable). (7) The antibody is ['EVQLVESGGGLVQPGGSLRLSCAASGFNISYSSIHWVRQAPGKGLEWVASIYSYSGYTSYADSVKGRFTISADTSKNTAYLQMNSLRAEDTAVYYCARSYWYHVGSWHYTGMDYWGQGTLVTVSS', 'DIQMTQSPSSLSASVGDRVTITCRASQSVSSAVAWYQQKPGKAPKLLIYSASSLYSGVPSRFSGSRSGTDFTLTISSLQPEDFATYYCQQSSSSLITFGQGTKVEIK']. Result: 0 (not developable). (8) The antibody is ['EVQLVQSGGGLVKPGGSLRLSCAASGFTFSSYSMNWVRQAPGKGLEWVSSISSSSSYIYYADSVKGRFTISRDNAKNSLYLQMNSLRAEDTAVYYCARVTDAFDIWGQGTMVTVSS', 'DIQMTQSPSSVSASIGDRVTITCRASQGIDNWLGWYQQKPGKAPKLLIYDASNLDTGVPSRFSGSGSGTYFTLTISSLQAEDFAVYFCQQAKAFPPTFGGGTKVDIK']. Result: 0 (not developable).